From a dataset of NCI-60 drug combinations with 297,098 pairs across 59 cell lines. Regression. Given two drug SMILES strings and cell line genomic features, predict the synergy score measuring deviation from expected non-interaction effect. Drug 1: C1CCN(CC1)CCOC2=CC=C(C=C2)C(=O)C3=C(SC4=C3C=CC(=C4)O)C5=CC=C(C=C5)O. Drug 2: C1=NC2=C(N1)C(=S)N=C(N2)N. Cell line: KM12. Synergy scores: CSS=31.6, Synergy_ZIP=0.0478, Synergy_Bliss=-1.11, Synergy_Loewe=-12.2, Synergy_HSA=-3.63.